From a dataset of Reaction yield outcomes from USPTO patents with 853,638 reactions. Predict the reaction yield, written as a fraction of the theoretical maximum amount of product (1.0 means a 100% yield; for example, 0.34 means a 34% yield). (1) The reactants are [NH:1]([C:16]([O:18][C:19]([CH3:22])([CH3:21])[CH3:20])=[O:17])[C@H:2]([C:6]([N:8]1[CH2:15][CH2:14][CH2:13][C@H:9]1[C:10]([OH:12])=O)=[O:7])[CH:3]([CH3:5])[CH3:4].[CH3:23][O:24][C:25](=[O:39])[CH2:26][CH:27]([NH2:38])[CH2:28][C:29]1[CH:34]=[C:33]([F:35])[C:32]([F:36])=[CH:31][C:30]=1[F:37]. The catalyst is C1COCC1.C(N(CC)CC)C.C(OC(Cl)=O)C. The product is [CH3:23][O:24][C:25](=[O:39])[CH2:26][CH:27]([NH:38][C:10]([CH:9]1[CH2:13][CH2:14][CH2:15][N:8]1[C:6](=[O:7])[CH:2]([NH:1][C:16]([O:18][C:19]([CH3:22])([CH3:21])[CH3:20])=[O:17])[CH:3]([CH3:4])[CH3:5])=[O:12])[CH2:28][C:29]1[CH:34]=[C:33]([F:35])[C:32]([F:36])=[CH:31][C:30]=1[F:37]. The yield is 0.270. (2) The reactants are [Br:1][C:2]1[CH:3]=[N:4][C:5]2[C:10]([CH:11]=1)=[N:9][CH:8]=[C:7]([CH:12]=[CH:13][O:14]CC)[CH:6]=2.Cl.[OH-].[Na+]. The catalyst is C1COCC1.C(Cl)Cl. The product is [Br:1][C:2]1[CH:11]=[C:10]2[C:5]([CH:6]=[C:7]([CH2:12][CH:13]=[O:14])[CH:8]=[N:9]2)=[N:4][CH:3]=1. The yield is 0.950.